The task is: Predict the reactants needed to synthesize the given product.. This data is from Full USPTO retrosynthesis dataset with 1.9M reactions from patents (1976-2016). (1) Given the product [C:16]([O:15][C:13]([N:20]1[CH2:25][CH2:24][N:23]([CH:6]2[CH2:7][CH2:8][CH2:9][CH2:10][CH2:11][CH:5]2[CH2:3][OH:4])[CH2:22][CH2:21]1)=[O:14])([CH3:19])([CH3:17])[CH3:18], predict the reactants needed to synthesize it. The reactants are: CO[C:3]([CH:5]1[CH2:11][CH2:10][CH2:9][CH2:8][CH2:7][C:6]1=O)=[O:4].[C:13]([N:20]1[CH2:25][CH2:24][NH:23][CH2:22][CH2:21]1)([O:15][C:16]([CH3:19])([CH3:18])[CH3:17])=[O:14].[BH4-].[Na+]. (2) Given the product [CH3:26][N:22]1[CH2:23][CH2:24][CH2:25][N:20]2[C:19](=[O:28])[N:18]=[C:17]([O:15][CH2:14][C:11]3[CH:10]=[CH:9][C:8]([O:1][C:2]4[CH:7]=[CH:6][CH:5]=[CH:4][CH:3]=4)=[CH:13][CH:12]=3)[CH:27]=[C:21]12, predict the reactants needed to synthesize it. The reactants are: [O:1]([C:8]1[CH:13]=[CH:12][C:11]([CH2:14][OH:15])=[CH:10][CH:9]=1)[C:2]1[CH:7]=[CH:6][CH:5]=[CH:4][CH:3]=1.Cl[C:17]1[CH:27]=[C:21]2[N:22]([CH3:26])[CH2:23][CH2:24][CH2:25][N:20]2[C:19](=[O:28])[N:18]=1. (3) Given the product [CH3:21][N:19]([CH3:20])[CH2:18][CH2:17][N:12]1[C:11](=[O:22])[C:10]2[CH:23]=[CH:24][CH:25]=[C:8]3[C:9]=2[C:14](=[C:15]2[C:2]([NH:1][C:29]([NH:28][CH2:26][CH3:27])=[S:30])=[CH:3][CH:4]=[CH:5][C:6]2=[CH:7]3)[C:13]1=[O:16], predict the reactants needed to synthesize it. The reactants are: [NH2:1][C:2]1[C:15]2[C:6](=[CH:7][C:8]3[C:9]4[C:14]=2[C:13](=[O:16])[N:12]([CH2:17][CH2:18][N:19]([CH3:21])[CH3:20])[C:11](=[O:22])[C:10]=4[CH:23]=[CH:24][CH:25]=3)[CH:5]=[CH:4][CH:3]=1.[CH2:26]([N:28]=[C:29]=[S:30])[CH3:27]. (4) Given the product [CH3:18][N:19]([CH2:21][CH2:22][CH:23]=[C:24]1[C:25]2[CH:26]=[CH:27][CH:28]=[CH:29][C:30]=2[CH2:31][CH2:32][C:33]2[CH:38]=[CH:37][CH:36]=[CH:35][C:34]1=2)[CH3:20].[CH3:1][NH:2][C:3]1([C:10]2[CH:11]=[CH:12][CH:13]=[CH:14][C:15]=2[Cl:16])[C:8](=[O:9])[CH2:7][CH2:6][CH2:5][CH2:4]1, predict the reactants needed to synthesize it. The reactants are: [CH3:1][NH:2][C:3]1([C:10]2[CH:11]=[CH:12][CH:13]=[CH:14][C:15]=2[Cl:16])[C:8](=[O:9])[CH2:7][CH2:6][CH2:5][CH2:4]1.Cl.[CH3:18][N:19]([CH2:21][CH2:22][CH:23]=[C:24]1[C:34]2[CH:35]=[CH:36][CH:37]=[CH:38][C:33]=2[CH2:32][CH2:31][C:30]2[CH:29]=[CH:28][CH:27]=[CH:26][C:25]1=2)[CH3:20].Cl.CCOCCOCCO. (5) The reactants are: [CH3:1][CH:2]1[N:11]([CH3:12])[C:10]2[C:5](=[CH:6][C:7]([C:19]([F:22])([F:21])[F:20])=[C:8]([C:13]3[CH:14]=[N:15][N:16]([CH3:18])[CH:17]=3)[CH:9]=2)[N:4]([C:23]2[C:27]3[CH2:28][N:29](C(OC(C)(C)C)=O)[CH2:30][CH2:31][C:26]=3[N:25]([CH:39]3[CH2:44][CH2:43][O:42][CH2:41][CH2:40]3)[N:24]=2)[CH2:3]1.FC(F)(F)C(O)=O. Given the product [CH3:12][N:11]1[C:10]2[C:5](=[CH:6][C:7]([C:19]([F:20])([F:22])[F:21])=[C:8]([C:13]3[CH:14]=[N:15][N:16]([CH3:18])[CH:17]=3)[CH:9]=2)[N:4]([C:23]2[C:27]3[CH2:28][NH:29][CH2:30][CH2:31][C:26]=3[N:25]([CH:39]3[CH2:44][CH2:43][O:42][CH2:41][CH2:40]3)[N:24]=2)[CH2:3][CH:2]1[CH3:1], predict the reactants needed to synthesize it. (6) Given the product [CH2:1]([O:3][C:4]([C:6]1([C:9]2[CH:14]=[CH:13][C:12]([C:15]3[CH:20]=[CH:19][C:18]([C:21]4[O:25][N:24]=[C:23]([CH3:26])[C:22]=4[CH2:27][N:37]4[N:36]=[C:35]([C:29]5[CH:34]=[CH:33][CH:32]=[CH:31][CH:30]=5)[O:39][C:38]4=[NH:40])=[CH:17][CH:16]=3)=[CH:11][CH:10]=2)[CH2:8][CH2:7]1)=[O:5])[CH3:2], predict the reactants needed to synthesize it. The reactants are: [CH2:1]([O:3][C:4]([C:6]1([C:9]2[CH:14]=[CH:13][C:12]([C:15]3[CH:20]=[CH:19][C:18]([C:21]4[O:25][N:24]=[C:23]([CH3:26])[C:22]=4[CH2:27]Br)=[CH:17][CH:16]=3)=[CH:11][CH:10]=2)[CH2:8][CH2:7]1)=[O:5])[CH3:2].[C:29]1([C:35]2[O:39][C:38]([NH2:40])=[N:37][N:36]=2)[CH:34]=[CH:33][CH:32]=[CH:31][CH:30]=1. (7) Given the product [C:21]([NH:25][C:26]([N:17]1[CH2:18][CH2:19][N:14]([C:11]2[N:10]=[N:9][N:8]([C:3]3[CH:4]=[CH:5][CH:6]=[CH:7][C:2]=3[Cl:1])[C:12]=2[CH3:13])[C:15](=[O:20])[CH2:16]1)=[O:27])([CH3:24])([CH3:23])[CH3:22], predict the reactants needed to synthesize it. The reactants are: [Cl:1][C:2]1[CH:7]=[CH:6][CH:5]=[CH:4][C:3]=1[N:8]1[C:12]([CH3:13])=[C:11]([N:14]2[CH2:19][CH2:18][NH:17][CH2:16][C:15]2=[O:20])[N:10]=[N:9]1.[C:21]([N:25]=[C:26]=[O:27])([CH3:24])([CH3:23])[CH3:22].C(N(CC)CC)C.